This data is from Forward reaction prediction with 1.9M reactions from USPTO patents (1976-2016). The task is: Predict the product of the given reaction. (1) Given the reactants [Cl:1][C:2]1[C:7]([Cl:8])=[CH:6][N:5]=[C:4]([N:9]=[C:10]=S)[CH:3]=1.C(N(CC)CC)C.Cl.Cl.[NH2:21][CH2:22][C@@:23]1([OH:31])[CH:28]2[CH2:29][CH2:30][N:25]([CH2:26][CH2:27]2)[CH2:24]1.C(N=C=NC(C)C)(C)C, predict the reaction product. The product is: [Cl:1][C:2]1[C:7]([Cl:8])=[CH:6][N:5]=[C:4]([NH:9][C:10]2[O:31][C@:23]3([CH2:22][N:21]=2)[CH:28]2[CH2:29][CH2:30][N:25]([CH2:26][CH2:27]2)[CH2:24]3)[CH:3]=1. (2) Given the reactants [C:1]([C:3]1[CH:4]=[C:5]([CH:9]=[CH:10][CH:11]=1)[C:6](Cl)=[O:7])#[N:2].C(N(CC)CC)C.[N+:19]([C:22]1[CH:28]=[CH:27][CH:26]=[CH:25][C:23]=1[NH2:24])([O-:21])=[O:20], predict the reaction product. The product is: [C:1]([C:3]1[CH:4]=[C:5]([CH:9]=[CH:10][CH:11]=1)[C:6]([NH:24][C:23]1[CH:25]=[CH:26][CH:27]=[CH:28][C:22]=1[N+:19]([O-:21])=[O:20])=[O:7])#[N:2]. (3) Given the reactants [CH3:1][C:2]1([CH3:21])[O:6][CH:5]([CH2:7][O:8][C:9]2[CH:20]=[CH:19][C:12]([CH:13]=[C:14]([C:17]#[N:18])[C:15]#[N:16])=[CH:11][CH:10]=2)[CH2:4][O:3]1.[C:22]([CH2:24][C:25]([NH2:27])=[S:26])#[N:23].CN1CCOCC1, predict the reaction product. The product is: [NH2:18][C:17]1[C:14]([C:15]#[N:16])=[C:13]([C:12]2[CH:11]=[CH:10][C:9]([O:8][CH2:7][CH:5]3[CH2:4][O:3][C:2]([CH3:21])([CH3:1])[O:6]3)=[CH:20][CH:19]=2)[C:24]([C:22]#[N:23])=[C:25]([SH:26])[N:27]=1.